This data is from Forward reaction prediction with 1.9M reactions from USPTO patents (1976-2016). The task is: Predict the product of the given reaction. (1) Given the reactants [O:1]1[CH2:5][CH2:4][O:3][CH:2]1[CH2:6][C:7]1[CH:15]=[CH:14][C:10]([C:11](O)=[O:12])=[CH:9][CH:8]=1.CSC.B, predict the reaction product. The product is: [O:1]1[CH2:5][CH2:4][O:3][CH:2]1[CH2:6][C:7]1[CH:15]=[CH:14][C:10]([CH2:11][OH:12])=[CH:9][CH:8]=1. (2) Given the reactants C(O)(C(F)(F)F)=O.[O:8]1[C:12]2[CH:13]=[CH:14][C:15]([CH:17]([C:31]#[N:32])[CH:18]3[CH2:23][CH2:22][N:21](C(OC(C)(C)C)=O)[CH2:20][CH2:19]3)=[CH:16][C:11]=2[O:10][CH2:9]1, predict the reaction product. The product is: [O:8]1[C:12]2[CH:13]=[CH:14][C:15]([CH:17]([CH:18]3[CH2:19][CH2:20][NH:21][CH2:22][CH2:23]3)[C:31]#[N:32])=[CH:16][C:11]=2[O:10][CH2:9]1. (3) Given the reactants [CH3:1][O:2][C:3]1[CH:11]=[C:10]([C:12]([F:15])([F:14])[F:13])[C:9]([N+:16]([O-:18])=[O:17])=[CH:8][C:4]=1[C:5]([OH:7])=O.[C:19](Cl)(=[O:23])[C:20](Cl)=O.C([CH:27](C([O-])=O)[C:28]([O-])=[O:29])C.[K+].[K+].[Cl-].[Mg+2].[Cl-], predict the reaction product. The product is: [CH3:1][O:2][C:3]1[CH:11]=[C:10]([C:12]([F:15])([F:14])[F:13])[C:9]([N+:16]([O-:18])=[O:17])=[CH:8][C:4]=1[C:5](=[O:7])[CH2:27][C:28]([O:23][CH2:19][CH3:20])=[O:29]. (4) Given the reactants [CH3:1][C:2]1[C:6]([CH2:7][N:8]2[CH2:12][CH2:11][CH:10]([C:13]3[CH:18]=[CH:17][CH:16]=[CH:15][CH:14]=3)[CH2:9]2)=[CH:5][O:4][N:3]=1.[CH2:19]([O:21][C:22]([C:24]1([C:27]2[CH:32]=[CH:31][C:30](B3OC(C)(C)C(C)(C)O3)=[CH:29][CH:28]=2)[CH2:26][CH2:25]1)=[O:23])[CH3:20], predict the reaction product. The product is: [CH2:19]([O:21][C:22]([C:24]1([C:27]2[CH:28]=[CH:29][C:30]([C:13]3[CH:18]=[CH:17][C:16]([C:5]4[O:4][N:3]=[C:2]([CH3:1])[C:6]=4[CH2:7][N:8]4[CH2:12][CH2:11][CH:10]([C:13]5[CH:18]=[CH:17][CH:16]=[CH:15][CH:14]=5)[CH2:9]4)=[CH:15][CH:14]=3)=[CH:31][CH:32]=2)[CH2:25][CH2:26]1)=[O:23])[CH3:20]. (5) The product is: [CH3:12][O:9][C:3]1[C:4]([CH3:8])=[CH:5][CH:6]=[CH:7][C:2]=1[CH3:1]. Given the reactants [CH3:1][C:2]1[CH:7]=[CH:6][CH:5]=[C:4]([CH3:8])[C:3]=1[OH:9].IC.[C:12](=O)([O-])[O-].[K+].[K+].O, predict the reaction product. (6) Given the reactants [Cl:1][C:2]1[CH:3]=[C:4]([CH:11]=[CH:12][C:13]=1[CH:14]([CH3:28])[C:15]([C:21]1[CH:26]=[CH:25][N:24]=[C:23]([Cl:27])[CH:22]=1)([OH:20])[C:16]([F:19])([F:18])[F:17])[CH2:5]OS(C)(=O)=O.[C-:29]#[N:30].[Na+], predict the reaction product. The product is: [Cl:1][C:2]1[CH:3]=[C:4]([CH2:5][C:29]#[N:30])[CH:11]=[CH:12][C:13]=1[CH:14]([CH3:28])[C:15]([C:21]1[CH:26]=[CH:25][N:24]=[C:23]([Cl:27])[CH:22]=1)([OH:20])[C:16]([F:19])([F:18])[F:17]. (7) Given the reactants [I:1][C:2]1[C:3]2[CH2:13][C:12]3[C:7](=[CH:8][CH:9]=[C:10]([C:14]([NH:16][CH2:17][C:18]4[CH:23]=[CH:22][CH:21]=[CH:20][N:19]=4)=[O:15])[CH:11]=3)[C:4]=2[NH:5][N:6]=1.[CH3:24][O:25][C:26]1[CH:31]=[CH:30][C:29]([CH:32](Cl)[C:33]2[CH:38]=[CH:37][C:36]([O:39][CH3:40])=[CH:35][CH:34]=2)=[CH:28][CH:27]=1.CCN(CC)CC, predict the reaction product. The product is: [CH3:40][O:39][C:36]1[CH:35]=[CH:34][C:33]([CH:32]([C:29]2[CH:30]=[CH:31][C:26]([O:25][CH3:24])=[CH:27][CH:28]=2)[N:5]2[C:4]3[C:7]4[C:12]([CH2:13][C:3]=3[C:2]([I:1])=[N:6]2)=[CH:11][C:10]([C:14]([NH:16][CH2:17][C:18]2[CH:23]=[CH:22][CH:21]=[CH:20][N:19]=2)=[O:15])=[CH:9][CH:8]=4)=[CH:38][CH:37]=1. (8) Given the reactants [H-].[Na+].Cl.[NH2:4][CH:5]1[CH2:14][C:13]2[C:8](=[CH:9][CH:10]=[CH:11][CH:12]=2)[NH:7][C:6]1=[O:15].CS(O[CH2:21][CH:22]1[CH2:27][O:26][C:25]([CH3:29])([CH3:28])[O:24][CH2:23]1)(=O)=O, predict the reaction product. The product is: [NH2:4][CH:5]1[CH2:14][C:13]2[C:8](=[CH:9][CH:10]=[CH:11][CH:12]=2)[N:7]([CH2:21][CH:22]2[CH2:27][O:26][C:25]([CH3:29])([CH3:28])[O:24][CH2:23]2)[C:6]1=[O:15]. (9) Given the reactants [CH:1]([NH:4][C:5]1[C:10]([C:11](Cl)=[O:12])=[CH:9][N:8]=[C:7]([S:14][CH3:15])[N:6]=1)([CH3:3])[CH3:2].[CH2:16]([NH2:19])[CH:17]=[CH2:18], predict the reaction product. The product is: [CH2:16]([NH:19][C:11]([C:10]1[C:5]([NH:4][CH:1]([CH3:3])[CH3:2])=[N:6][C:7]([S:14][CH3:15])=[N:8][CH:9]=1)=[O:12])[CH:17]=[CH2:18]. (10) Given the reactants C(=O)([O-])[O-].[K+].[K+].O.[Br:8][C:9]1[CH:14]=[CH:13][C:12](I)=[C:11]([CH2:16][CH3:17])[CH:10]=1.[CH3:18][Si:19]([CH3:30])([CH3:29])[C:20]1[CH:25]=[CH:24][C:23](B(O)O)=[CH:22][CH:21]=1, predict the reaction product. The product is: [Br:8][C:9]1[CH:14]=[CH:13][C:12]([C:23]2[CH:24]=[CH:25][C:20]([Si:19]([CH3:30])([CH3:29])[CH3:18])=[CH:21][CH:22]=2)=[C:11]([CH2:16][CH3:17])[CH:10]=1.